Task: Regression. Given two drug SMILES strings and cell line genomic features, predict the synergy score measuring deviation from expected non-interaction effect.. Dataset: NCI-60 drug combinations with 297,098 pairs across 59 cell lines (1) Drug 1: C1CN1P(=S)(N2CC2)N3CC3. Drug 2: CC(C)(C#N)C1=CC(=CC(=C1)CN2C=NC=N2)C(C)(C)C#N. Cell line: K-562. Synergy scores: CSS=31.3, Synergy_ZIP=-2.09, Synergy_Bliss=-0.292, Synergy_Loewe=-2.42, Synergy_HSA=-5.58. (2) Drug 1: COC1=NC(=NC2=C1N=CN2C3C(C(C(O3)CO)O)O)N. Drug 2: CCN(CC)CCCC(C)NC1=C2C=C(C=CC2=NC3=C1C=CC(=C3)Cl)OC. Cell line: RPMI-8226. Synergy scores: CSS=15.3, Synergy_ZIP=-6.81, Synergy_Bliss=2.26, Synergy_Loewe=-3.20, Synergy_HSA=4.24. (3) Drug 1: C1=NC2=C(N=C(N=C2N1C3C(C(C(O3)CO)O)O)F)N. Drug 2: C1CN(P(=O)(OC1)NCCCl)CCCl. Cell line: SK-MEL-28. Synergy scores: CSS=2.37, Synergy_ZIP=-2.48, Synergy_Bliss=0.237, Synergy_Loewe=-9.24, Synergy_HSA=-1.29. (4) Drug 1: C1=NC2=C(N=C(N=C2N1C3C(C(C(O3)CO)O)O)F)N. Drug 2: COC1=NC(=NC2=C1N=CN2C3C(C(C(O3)CO)O)O)N. Cell line: MCF7. Synergy scores: CSS=-2.60, Synergy_ZIP=2.66, Synergy_Bliss=4.45, Synergy_Loewe=-2.21, Synergy_HSA=-2.14.